This data is from Reaction yield outcomes from USPTO patents with 853,638 reactions. The task is: Predict the reaction yield, written as a fraction of the theoretical maximum amount of product (1.0 means a 100% yield; for example, 0.34 means a 34% yield). (1) The reactants are [NH2:1][CH:2]([C:4]1[CH:5]=[C:6]([C:21]([N:23]([CH3:25])[CH3:24])=[O:22])[CH:7]=[C:8]2[C:13]=1[O:12][C:11]([N:14]1[CH2:19][CH2:18][O:17][CH2:16][CH2:15]1)=[CH:10][C:9]2=[O:20])[CH3:3].Br[C:27]1[CH:28]=[C:29]([CH:32]=[C:33]([F:35])[CH:34]=1)[C:30]#[N:31]. No catalyst specified. The product is [C:30]([C:29]1[CH:28]=[C:27]([NH:1][CH:2]([C:4]2[CH:5]=[C:6]([C:21]([N:23]([CH3:24])[CH3:25])=[O:22])[CH:7]=[C:8]3[C:13]=2[O:12][C:11]([N:14]2[CH2:19][CH2:18][O:17][CH2:16][CH2:15]2)=[CH:10][C:9]3=[O:20])[CH3:3])[CH:34]=[C:33]([F:35])[CH:32]=1)#[N:31]. The yield is 0.820. (2) The reactants are Cl[C:2]1[C:11]2[C:6](=[CH:7][C:8]([C:14]3[C:15]([CH3:20])=[N:16][O:17][C:18]=3[CH3:19])=[C:9]([O:12][CH3:13])[CH:10]=2)[N:5]=[CH:4][C:3]=1[N+:21]([O-:23])=[O:22].[CH3:24][N:25]1[CH:29]=[C:28]([CH:30]([NH2:32])[CH3:31])[CH:27]=[N:26]1.CCN(C(C)C)C(C)C. The catalyst is CN1C(=O)CCC1.O. The product is [CH3:20][C:15]1[C:14]([C:8]2[CH:7]=[C:6]3[C:11]([C:2]([NH:32][CH:30]([C:28]4[CH:27]=[N:26][N:25]([CH3:24])[CH:29]=4)[CH3:31])=[C:3]([N+:21]([O-:23])=[O:22])[CH:4]=[N:5]3)=[CH:10][C:9]=2[O:12][CH3:13])=[C:18]([CH3:19])[O:17][N:16]=1. The yield is 0.830. (3) The reactants are C1(P(C2C=CC=CC=2)C2C=CC3C(=CC=CC=3)C=2C2C3C(=CC=CC=3)C=CC=2P(C2C=CC=CC=2)C2C=CC=CC=2)C=CC=CC=1.C(=O)([O-])[O-].[Cs+].[Cs+].Br[C:54]1[CH:59]=[C:58]([CH3:60])[CH:57]=[CH:56][C:55]=1[O:61][CH3:62].[NH:63]1[CH2:68][CH2:67][NH:66][CH2:65][CH2:64]1. The catalyst is C1(C)C=CC=CC=1. The product is [CH3:62][O:61][C:55]1[CH:56]=[CH:57][C:58]([CH3:60])=[CH:59][C:54]=1[N:63]1[CH2:68][CH2:67][NH:66][CH2:65][CH2:64]1. The yield is 0.430. (4) The reactants are [CH3:1][N:2]1[C:6]2[N:7]=[CH:8][N:9]([CH2:12][C:13]([F:16])([F:15])[F:14])[C:10](=[O:11])[C:5]=2[C:4]([C:17]2[CH:22]=[CH:21][N:20]=[CH:19][CH:18]=2)=[CH:3]1.[Br:23]Br. The catalyst is CN(C=O)C. The product is [Br:23][C:3]1[N:2]([CH3:1])[C:6]2[N:7]=[CH:8][N:9]([CH2:12][C:13]([F:15])([F:16])[F:14])[C:10](=[O:11])[C:5]=2[C:4]=1[C:17]1[CH:22]=[CH:21][N:20]=[CH:19][CH:18]=1. The yield is 0.980. (5) The reactants are [N+:1]([C:4]1[CH:5]=[C:6]([CH2:10][CH2:11][N:12]2[CH2:17][CH2:16][CH2:15][CH2:14][CH2:13]2)[CH:7]=[CH:8][CH:9]=1)([O-])=O.[H][H]. The catalyst is C(O)C.[Pd]. The product is [N:12]1([CH2:11][CH2:10][C:6]2[CH:5]=[C:4]([NH2:1])[CH:9]=[CH:8][CH:7]=2)[CH2:17][CH2:16][CH2:15][CH2:14][CH2:13]1. The yield is 0.600.